From a dataset of Forward reaction prediction with 1.9M reactions from USPTO patents (1976-2016). Predict the product of the given reaction. (1) Given the reactants FC(F)(F)C(O)=O.[CH3:8][O:9][N:10]=[CH:11][C:12]1[C:13]([NH2:24])=[N:14][CH:15]=[N:16][C:17]=1[N:18]1[CH2:23][CH2:22][NH:21][CH2:20][CH2:19]1.[CH:25]([C:28]1[CH:33]=[CH:32][C:31]([CH2:34][C:35](O)=[O:36])=[CH:30][CH:29]=1)([CH3:27])[CH3:26].C1C=CC2N(O)N=NC=2C=1.CN(C(ON1N=NC2C=CC=CC1=2)=[N+](C)C)C.F[P-](F)(F)(F)(F)F.CCN(C(C)C)C(C)C, predict the reaction product. The product is: [CH3:8][O:9][N:10]=[CH:11][C:12]1[C:13]([NH2:24])=[N:14][CH:15]=[N:16][C:17]=1[N:18]1[CH2:19][CH2:20][N:21]([C:35](=[O:36])[CH2:34][C:31]2[CH:32]=[CH:33][C:28]([CH:25]([CH3:26])[CH3:27])=[CH:29][CH:30]=2)[CH2:22][CH2:23]1. (2) Given the reactants [CH3:1][C:2]1[CH:7]=[CH:6][CH:5]=[C:4]([CH3:8])[C:3]=1[C:9]1[N:14]=[C:13]([CH2:15]O)[C:12]([F:17])=[CH:11][CH:10]=1.P(Br)(Br)[Br:19], predict the reaction product. The product is: [Br:19][CH2:15][C:13]1[C:12]([F:17])=[CH:11][CH:10]=[C:9]([C:3]2[C:2]([CH3:1])=[CH:7][CH:6]=[CH:5][C:4]=2[CH3:8])[N:14]=1. (3) The product is: [C:21]1([NH:20][C:19]([C:11]2[C:12]([C:13]3[CH:14]=[CH:15][CH:16]=[CH:17][CH:18]=3)=[C:8]([C:5]3[CH:4]=[CH:3][C:2]([F:1])=[CH:7][CH:6]=3)[N:9]([CH2:31][CH2:32][C@@H:33]3[CH2:34][C@@H:35]([OH:42])[CH2:36][C:37](=[O:39])[O:38]3)[C:10]=2[CH:28]([CH3:30])[CH3:29])=[O:27])[CH:26]=[CH:25][CH:24]=[CH:23][CH:22]=1. Given the reactants [F:1][C:2]1[CH:7]=[CH:6][C:5]([C:8]2[N:9]([CH2:31][CH2:32][C:33](=O)[CH2:34][C:35](=[O:42])[CH2:36][C:37]([O:39]CC)=[O:38])[C:10]([CH:28]([CH3:30])[CH3:29])=[C:11]([C:19](=[O:27])[NH:20][C:21]3[CH:26]=[CH:25][CH:24]=[CH:23][CH:22]=3)[C:12]=2[C:13]2[CH:18]=[CH:17][CH:16]=[CH:15][CH:14]=2)=[CH:4][CH:3]=1.Br.C(=O)C1C=CC=CC=1.CC([O-])(C)C.[K+].[OH-].[K+], predict the reaction product. (4) Given the reactants [OH:1][NH:2][C:3]([C:5]1[CH:30]=[CH:29][C:8]2[NH:9][C:10]([C:12]3[CH:13]=[C:14]([C:19]4[CH:24]=[CH:23][C:22]([C:25](=[NH:28])[NH:26][OH:27])=[CH:21][CH:20]=4)[CH:15]=[CH:16][C:17]=3[OH:18])=[N:11][C:7]=2[CH:6]=1)=[NH:4].[C:31](C1C=CC(C2C=CC(OC)=C(C3NC4C=CC(C#N)=CC=4N=3)C=2)=CC=1)#N.C(C1C=CC(C2C=C(OC)C(O)=C(C3NC4C=CC(C#N)=CC=4N=3)C=2)=CC=1)#N, predict the reaction product. The product is: [OH:1][NH:2][C:3]([C:5]1[CH:30]=[CH:29][C:8]2[NH:9][C:10]([C:12]3[CH:13]=[C:14]([C:19]4[CH:20]=[CH:21][C:22]([C:25](=[NH:28])[NH:26][OH:27])=[CH:23][CH:24]=4)[CH:15]=[CH:16][C:17]=3[O:18][CH3:31])=[N:11][C:7]=2[CH:6]=1)=[NH:4]. (5) Given the reactants [OH:1][C:2]1[CH:7]=[CH:6][C:5]([NH:8]C(=O)C)=[CH:4][CH:3]=1.C(=O)([O-])[O-].[K+].[K+].[ClH:18].[Cl:19][CH2:20][C:21]1[CH:26]=[CH:25][C:24]([CH3:27])=[CH:23][N:22]=1.O, predict the reaction product. The product is: [ClH:19].[ClH:18].[CH3:27][C:24]1[CH:25]=[CH:26][C:21]([CH2:20][O:1][C:2]2[CH:3]=[CH:4][C:5]([NH2:8])=[CH:6][CH:7]=2)=[N:22][CH:23]=1. (6) Given the reactants [OH:1][C:2]1[CH:7]=[CH:6][C:5]([N:8]2[C:15](=[S:16])[N:14]([C:17]3[CH:18]=[C:19]([C:25]([F:28])([F:27])[F:26])[C:20]([C:23]#[N:24])=[N:21][CH:22]=3)[C:13](=[O:29])[C:9]32[CH2:12][CH2:11][CH2:10]3)=[CH:4][CH:3]=1.Cl[C:31]1[N:36]=[CH:35][CH:34]=[CH:33][N:32]=1.C(=O)([O-])[O-].[Cs+].[Cs+].O, predict the reaction product. The product is: [O:29]=[C:13]1[C:9]2([CH2:12][CH2:11][CH2:10]2)[N:8]([C:5]2[CH:6]=[CH:7][C:2]([O:1][C:31]3[N:36]=[CH:35][CH:34]=[CH:33][N:32]=3)=[CH:3][CH:4]=2)[C:15](=[S:16])[N:14]1[C:17]1[CH:18]=[C:19]([C:25]([F:28])([F:27])[F:26])[C:20]([C:23]#[N:24])=[N:21][CH:22]=1. (7) The product is: [CH3:23][C:13]1[S:14][C:15]([C:16]2[CH:17]=[C:18]([CH3:22])[CH:19]=[CH:20][CH:21]=2)=[C:11]([C:9]([N:8]2[CH2:7][C@H:6]3[C@H:4]([CH2:5]3)[C@H:3]2[CH2:2][NH:1][C:35]([C:34]2[C:29]3[O:28][CH2:27][CH2:26][N:25]([CH3:24])[C:30]=3[CH:31]=[CH:32][CH:33]=2)=[O:36])=[O:10])[N:12]=1. Given the reactants [NH2:1][CH2:2][C@H:3]1[N:8]([C:9]([C:11]2[N:12]=[C:13]([CH3:23])[S:14][C:15]=2[C:16]2[CH:17]=[C:18]([CH3:22])[CH:19]=[CH:20][CH:21]=2)=[O:10])[CH2:7][C@H:6]2[C@@H:4]1[CH2:5]2.[CH3:24][N:25]1[C:30]2[CH:31]=[CH:32][CH:33]=[C:34]([C:35](O)=[O:36])[C:29]=2[O:28][CH2:27][CH2:26]1, predict the reaction product.